From a dataset of Full USPTO retrosynthesis dataset with 1.9M reactions from patents (1976-2016). Predict the reactants needed to synthesize the given product. (1) Given the product [CH3:33][O:34][CH:35]1[CH2:42][CH:41]2[CH:37]([CH2:38][CH:6]([NH:7][CH2:8][C:9]([N:11]3[CH2:15][CH2:14][CH2:13][CH:12]3[C:16]#[N:17])=[O:10])[CH2:40]2)[CH2:36]1, predict the reactants needed to synthesize it. The reactants are: C(O[C:6](=O)[NH:7][CH2:8][C:9]([N:11]1[CH2:15][CH2:14][CH2:13][CH:12]1[C:16]#[N:17])=[O:10])(C)(C)C.FC(F)(F)C(O)=O.C(N(CC)CC)C.[CH3:33][O:34][CH:35]1[CH2:42][CH:41]2[CH:37]([CH2:38]C(=O)[CH2:40]2)[CH2:36]1.C(O[BH-](OC(=O)C)OC(=O)C)(=O)C.[Na+]. (2) Given the product [NH2:17][CH2:16][CH:15]([C:20]1[C:21]([CH3:37])=[C:22]([NH:26][C:27](=[O:36])[O:28][CH2:29][C:30]2[CH:35]=[CH:34][CH:33]=[CH:32][CH:31]=2)[CH:23]=[CH:24][CH:25]=1)[C:10]1[C:9]2[C:13](=[CH:14][C:6]([O:5][CH2:4][CH2:3][O:2][CH3:1])=[CH:7][CH:8]=2)[NH:12][CH:11]=1, predict the reactants needed to synthesize it. The reactants are: [CH3:1][O:2][CH2:3][CH2:4][O:5][C:6]1[CH:14]=[C:13]2[C:9]([C:10]([CH:15]([C:20]3[C:21]([CH3:37])=[C:22]([NH:26][C:27](=[O:36])[O:28][CH2:29][C:30]4[CH:35]=[CH:34][CH:33]=[CH:32][CH:31]=4)[CH:23]=[CH:24][CH:25]=3)[CH2:16][N+:17]([O-])=O)=[CH:11][NH:12]2)=[CH:8][CH:7]=1.[Cl-].[NH4+]. (3) Given the product [Cl:37][C:38]1[C:39]([C:48]([F:50])([F:49])[F:51])=[N:40][N:41]([CH2:44][C:45]([N:34]2[CH2:35][CH2:36][N:31]([C:26]3[N:27]=[CH:28][CH:29]=[CH:30][N:25]=3)[CH2:32][CH2:33]2)=[O:46])[C:42]=1[CH3:43], predict the reactants needed to synthesize it. The reactants are: CN(C(ON1N=NC2C=CC=NC1=2)=[N+](C)C)C.F[P-](F)(F)(F)(F)F.[N:25]1[CH:30]=[CH:29][CH:28]=[N:27][C:26]=1[N:31]1[CH2:36][CH2:35][NH:34][CH2:33][CH2:32]1.[Cl:37][C:38]1[C:39]([C:48]([F:51])([F:50])[F:49])=[N:40][N:41]([CH2:44][C:45](O)=[O:46])[C:42]=1[CH3:43].